Predict the reaction yield, written as a fraction of the theoretical maximum amount of product (1.0 means a 100% yield; for example, 0.34 means a 34% yield). From a dataset of Reaction yield outcomes from USPTO patents with 853,638 reactions. (1) The reactants are C(O)(=O)C(O)=O.[C:7]([O:11][C:12]([N:14]1[CH2:20][C:16]2([NH:19][CH2:18][CH2:17]2)[CH2:15]1)=[O:13])([CH3:10])([CH3:9])[CH3:8].[Cl:21][C:22]1[CH:27]=[C:26]([Cl:28])[CH:25]=[CH:24][C:23]=1[CH2:29][N:30]=[C:31]=[O:32].C(N(CC)CC)C. The catalyst is C(#N)C. The product is [Cl:21][C:22]1[CH:27]=[C:26]([Cl:28])[CH:25]=[CH:24][C:23]=1[CH2:29][NH:30][C:31]([N:19]1[C:16]2([CH2:15][N:14]([C:12]([O:11][C:7]([CH3:10])([CH3:8])[CH3:9])=[O:13])[CH2:20]2)[CH2:17][CH2:18]1)=[O:32]. The yield is 0.650. (2) The reactants are [C:1]([O:5][C:6]([N:8]1[CH2:13][CH2:12][N:11]([C:14]2[C:19]([O:20]CC3C=CC=CC=3)=[CH:18][N:17]=[CH:16][N:15]=2)[CH2:10][CH2:9]1)=[O:7])([CH3:4])([CH3:3])[CH3:2]. The catalyst is CO.[Pd]. The product is [C:1]([O:5][C:6]([N:8]1[CH2:9][CH2:10][N:11]([C:14]2[C:19]([OH:20])=[CH:18][N:17]=[CH:16][N:15]=2)[CH2:12][CH2:13]1)=[O:7])([CH3:4])([CH3:2])[CH3:3]. The yield is 0.950. (3) The reactants are C[O:2][C:3]1[CH:4]=[C:5]2[C:10](=[CH:11][CH:12]=1)[CH:9]=[C:8]([C:13]1[N:14]([C:24]3[CH:29]=[CH:28][CH:27]=[CH:26][CH:25]=3)[C:15]([C:18]3[CH:23]=[CH:22][CH:21]=[CH:20][CH:19]=3)=[CH:16][CH:17]=1)[CH:7]=[CH:6]2.Cl.N1C=CC=CC=1. No catalyst specified. The product is [C:24]1([N:14]2[C:15]([C:18]3[CH:19]=[CH:20][CH:21]=[CH:22][CH:23]=3)=[CH:16][CH:17]=[C:13]2[C:8]2[CH:9]=[C:10]3[C:5](=[CH:6][CH:7]=2)[CH:4]=[C:3]([OH:2])[CH:12]=[CH:11]3)[CH:25]=[CH:26][CH:27]=[CH:28][CH:29]=1. The yield is 0.830. (4) The reactants are [NH2:1][C:2]1[CH:10]=[CH:9][CH:8]=[C:7]([Cl:11])[C:3]=1[C:4]([OH:6])=O.O=S(Cl)Cl.[Cl:16][C:17]1[CH:23]=[CH:22][CH:21]=[CH:20][C:18]=1[NH2:19].C(Cl)(Cl)Cl. The catalyst is C1C=CC=CC=1. The product is [NH2:1][C:2]1[CH:10]=[CH:9][CH:8]=[C:7]([Cl:11])[C:3]=1[C:4]([NH:19][C:18]1[CH:20]=[CH:21][CH:22]=[CH:23][C:17]=1[Cl:16])=[O:6]. The yield is 0.260. (5) The reactants are [F:1][C:2]([F:14])([F:13])[C:3]1[S:7][CH:6]=[N:5][C:4]=1[C:8](OCC)=[O:9].[BH4-].[Li+].CO. The catalyst is C1COCC1. The product is [F:14][C:2]([F:1])([F:13])[C:3]1[S:7][CH:6]=[N:5][C:4]=1[CH2:8][OH:9]. The yield is 0.580.